This data is from Forward reaction prediction with 1.9M reactions from USPTO patents (1976-2016). The task is: Predict the product of the given reaction. (1) Given the reactants [OH:1][C:2]1[CH:9]=[CH:8][C:5]([CH:6]=[CH2:7])=[CH:4][CH:3]=1.[CH2:10]([O:14][CH2:15][C:16]1[CH:21]=[CH:20][C:19]([CH:22]=[CH2:23])=[CH:18][CH:17]=1)[CH:11]1[O:13][CH2:12]1.[CH2:24]=[CH:25][C:26]1[CH:31]=[CH:30][CH:29]=[CH:28][CH:27]=1.N(C(C)(C)C#N)=NC(C)(C)C#N, predict the reaction product. The product is: [OH:1][C:2]1[CH:9]=[CH:8][C:5]([CH:6]=[CH2:7])=[CH:4][CH:3]=1.[CH2:10]([O:14][CH2:15][C:16]1[CH:21]=[CH:20][C:19]([CH:22]=[CH2:23])=[CH:18][CH:17]=1)[CH:11]1[O:13][CH2:12]1.[CH2:24]=[CH:25][C:26]1[CH:31]=[CH:30][CH:29]=[CH:28][CH:27]=1. (2) Given the reactants C([O:3][C:4]([C:6]1[C:7](=[O:37])[C:8]2[CH:13]=[N:12][C:11]([NH:14][C:15]3[CH:20]=[CH:19][CH:18]=[C:17]([C:21](=[O:25])[N:22]([CH3:24])[CH3:23])[CH:16]=3)=[N:10][C:9]=2[N:26]([C:28]2[CH:29]=[C:30]3[C:34](=[CH:35][CH:36]=2)[CH2:33][CH2:32][CH2:31]3)[CH:27]=1)=O)C.[CH2:38]([NH2:40])[CH3:39], predict the reaction product. The product is: [CH2:38]([NH:40][C:4]([C:6]1[C:7](=[O:37])[C:8]2[CH:13]=[N:12][C:11]([NH:14][C:15]3[CH:20]=[CH:19][CH:18]=[C:17]([C:21](=[O:25])[N:22]([CH3:24])[CH3:23])[CH:16]=3)=[N:10][C:9]=2[N:26]([C:28]2[CH:29]=[C:30]3[C:34](=[CH:35][CH:36]=2)[CH2:33][CH2:32][CH2:31]3)[CH:27]=1)=[O:3])[CH3:39]. (3) Given the reactants [CH2:1]([O:3][C:4]([C:6]1[CH:7]=[C:8]2[C:13](=[CH:14][CH:15]=1)[NH:12][CH:11]([C:16]1[CH:21]=[C:20]([Cl:22])[CH:19]=[C:18](Br)[CH:17]=1)[C:10]([CH3:25])([CH3:24])[CH2:9]2)=[O:5])[CH3:2].[NH:26]1[CH2:31][CH2:30][O:29][CH2:28][CH2:27]1.N1CCC[C@H]1C(O)=O.[OH-].[K+], predict the reaction product. The product is: [CH2:1]([O:3][C:4]([C:6]1[CH:7]=[C:8]2[C:13](=[CH:14][CH:15]=1)[NH:12][CH:11]([C:16]1[CH:17]=[C:18]([N:26]3[CH2:31][CH2:30][O:29][CH2:28][CH2:27]3)[CH:19]=[C:20]([Cl:22])[CH:21]=1)[C:10]([CH3:25])([CH3:24])[CH2:9]2)=[O:5])[CH3:2]. (4) Given the reactants [Mg:1].[Br:2][C:3]1[CH:8]=[CH:7][CH:6]=[C:5]([O:9][CH3:10])[CH:4]=1.[Cl:11][C:12]1[CH:13]=[C:14]2[C:18](=[CH:19][CH:20]=1)[NH:17][C:16](=[O:21])[C:15]2=[O:22].[NH4+].[Cl-].C1[CH2:29][O:28]CC1, predict the reaction product. The product is: [CH3:29][O:28][C:18]1[CH:19]=[C:20]([Mg:1][Br:2])[CH:12]=[CH:13][CH:14]=1.[Cl:11][C:12]1[CH:13]=[C:14]2[C:18](=[CH:19][CH:20]=1)[NH:17][C:16](=[O:21])[C:15]2([OH:22])[C:3]1[CH:8]=[CH:7][CH:6]=[C:5]([O:9][CH3:10])[CH:4]=1. (5) Given the reactants [CH:1]([Mg]Cl)([CH3:3])[CH3:2].[Cl:6][C:7]1[C:16]([C:17]2[CH:22]=[CH:21][CH:20]=[CH:19][CH:18]=2)=[C:15]([Cl:23])[C:14]2[C:9](=[CH:10][CH:11]=[C:12]([C:24]([C:26]3[N:30]([CH3:31])[CH:29]=[N:28][CH:27]=3)=[O:25])[CH:13]=2)[N:8]=1, predict the reaction product. The product is: [Cl:6][C:7]1[C:16]([C:17]2[CH:18]=[CH:19][CH:20]=[CH:21][CH:22]=2)=[C:15]([Cl:23])[C:14]2[C:9](=[CH:10][CH:11]=[C:12]([C:24]([C:26]3[N:30]([CH3:31])[CH:29]=[N:28][CH:27]=3)([OH:25])[CH:1]([CH3:3])[CH3:2])[CH:13]=2)[N:8]=1. (6) Given the reactants Br[CH2:2][C:3]1[N:4]=[C:5]([C:12]2[CH:17]=[CH:16][CH:15]=[C:14]([O:18][CH:19]([F:21])[F:20])[CH:13]=2)[C:6]([O:9][CH2:10][CH3:11])=[N:7][CH:8]=1.CC1(C)C(C)(C)OB([C:30]2[CH:31]=[N:32][C:33]([C:36]#[N:37])=[N:34][CH:35]=2)O1.CCO.C(=O)(O)[O-].[Na+], predict the reaction product. The product is: [F:20][CH:19]([F:21])[O:18][C:14]1[CH:13]=[C:12]([C:5]2[N:4]=[C:3]([CH2:2][C:30]3[CH:31]=[N:32][C:33]([C:36]#[N:37])=[N:34][CH:35]=3)[CH:8]=[N:7][C:6]=2[O:9][CH2:10][CH3:11])[CH:17]=[CH:16][CH:15]=1. (7) Given the reactants [Br:1][C:2]1[CH:3]=[C:4]2[C:8](=[C:9]([C:11]([NH2:13])=[O:12])[CH:10]=1)[NH:7][CH:6]=[C:5]2[CH:14]1[CH2:19][CH2:18][NH:17][CH2:16][CH2:15]1.C(N(CC)CC)C.Cl[CH2:28][CH2:29][S:30](Cl)(=[O:32])=[O:31], predict the reaction product. The product is: [Br:1][C:2]1[CH:3]=[C:4]2[C:8](=[C:9]([C:11]([NH2:13])=[O:12])[CH:10]=1)[NH:7][CH:6]=[C:5]2[CH:14]1[CH2:19][CH2:18][N:17]([S:30]([CH:29]=[CH2:28])(=[O:32])=[O:31])[CH2:16][CH2:15]1. (8) Given the reactants [Cl:1][C:2]1[CH:10]=[CH:9][C:5]([CH:6]=[N:7][OH:8])=[CH:4][CH:3]=1.[Cl:11]N1C(=O)CCC1=O.Cl, predict the reaction product. The product is: [Cl:1][C:2]1[CH:10]=[CH:9][C:5]([C:6]([Cl:11])=[N:7][OH:8])=[CH:4][CH:3]=1.